This data is from Full USPTO retrosynthesis dataset with 1.9M reactions from patents (1976-2016). The task is: Predict the reactants needed to synthesize the given product. (1) Given the product [Br:8][C:4]1[C:3]2[O:9][CH:13]([C:14]3[CH:19]=[CH:18][CH:17]=[CH:16][CH:15]=3)[C:12](=[O:11])[NH:1][C:2]=2[CH:7]=[CH:6][CH:5]=1, predict the reactants needed to synthesize it. The reactants are: [NH2:1][C:2]1[CH:7]=[CH:6][CH:5]=[C:4]([Br:8])[C:3]=1[OH:9].C[O:11][C:12](=O)[CH:13](Br)[C:14]1[CH:19]=[CH:18][CH:17]=[CH:16][CH:15]=1.CN1CCCC1=O.N12CCCN=C1CCCCC2. (2) The reactants are: O[CH2:2][C:3]1[CH:4]=[C:5]([S:9]([N:12]([CH2:21][O:22][CH2:23][CH2:24][Si:25]([CH3:28])([CH3:27])[CH3:26])[CH2:13][O:14][CH2:15][CH2:16][Si:17]([CH3:20])([CH3:19])[CH3:18])(=[O:11])=[O:10])[CH:6]=[CH:7][CH:8]=1.C(Br)(Br)(Br)[Br:30].C1(P(C2C=CC=CC=2)C2C=CC=CC=2)C=CC=CC=1. Given the product [Br:30][CH2:2][C:3]1[CH:4]=[C:5]([S:9]([N:12]([CH2:21][O:22][CH2:23][CH2:24][Si:25]([CH3:28])([CH3:27])[CH3:26])[CH2:13][O:14][CH2:15][CH2:16][Si:17]([CH3:20])([CH3:19])[CH3:18])(=[O:11])=[O:10])[CH:6]=[CH:7][CH:8]=1, predict the reactants needed to synthesize it. (3) Given the product [CH3:13][O:12][C:9]1[CH:8]=[C:7]2[C:6]([CH2:5][CH2:4][C:3](=[O:2])[NH:14]2)=[CH:11][CH:10]=1, predict the reactants needed to synthesize it. The reactants are: C[O:2][C:3](=O)[CH:4]=[CH:5][C:6]1[CH:11]=[CH:10][C:9]([O:12][CH3:13])=[CH:8][C:7]=1[N+:14]([O-])=O.